This data is from Reaction yield outcomes from USPTO patents with 853,638 reactions. The task is: Predict the reaction yield, written as a fraction of the theoretical maximum amount of product (1.0 means a 100% yield; for example, 0.34 means a 34% yield). (1) The reactants are [F:1][C:2]1[C:3]([I:11])=[C:4]([N+:8]([O-])=O)[CH:5]=[CH:6][CH:7]=1.C(O)C.[ClH:15].C(=O)([O-])[O-].[Na+].[Na+]. The catalyst is [Fe].C(OCC)(=O)C. The product is [ClH:15].[F:1][C:2]1[C:3]([I:11])=[C:4]([CH:5]=[CH:6][CH:7]=1)[NH2:8]. The yield is 0.180. (2) The reactants are C(Cl)Cl.[CH2:4]([N:6]([CH2:9]C)[CH2:7][CH3:8])C.[C:11]([O:15][C:16](=[O:34])[NH:17][S:18](=[O:33])(=[O:32])[NH:19][C@@H:20]1[CH2:25][C@@H:24](C(=O)N(C)C)C[CH2:22][C@H:21]1O)([CH3:14])([CH3:13])[CH3:12].CS(Cl)(=O)=[O:37]. The catalyst is O. The product is [CH3:9][N:6]([CH3:4])[C:7]([C@@H:8]1[CH2:24][C@H:25]2[N:17]([C:16]([O:15][C:11]([CH3:14])([CH3:13])[CH3:12])=[O:34])[S:18](=[O:33])(=[O:32])[NH:19][C@H:20]2[CH2:21][CH2:22]1)=[O:37]. The yield is 0.740. (3) The reactants are [Cl:1][C:2]1[CH:3]=[C:4]2[C:8](=[CH:9][CH:10]=1)[NH:7][C:6]([C:11]([OH:13])=O)=[CH:5]2.[NH2:14][C@@H:15]1[CH2:23][C:22]2[C:17](=[CH:18][CH:19]=[CH:20][CH:21]=2)[C@H:16]1[NH:24][S:25]([CH3:28])(=[O:27])=[O:26].CCN(C(C)C)C(C)C.C1C=CC2N(O)N=NC=2C=1.CCN=C=NCCCN(C)C. The catalyst is C(Cl)Cl.CCOC(C)=O. The product is [Cl:1][C:2]1[CH:3]=[C:4]2[C:8](=[CH:9][CH:10]=1)[NH:7][C:6]([C:11]([NH:14][C@@H:15]1[CH2:23][C:22]3[C:17](=[CH:18][CH:19]=[CH:20][CH:21]=3)[C@H:16]1[NH:24][S:25]([CH3:28])(=[O:27])=[O:26])=[O:13])=[CH:5]2. The yield is 0.790. (4) The reactants are C1C=CC(P(C2C=CC=CC=2)C2C=CC=CC=2)=CC=1.C([O-])([O-])=O.[K+].[K+].Br[C:27]1[C:28]([F:36])=[C:29]([CH:33]=[CH:34][CH:35]=1)[C:30]([NH2:32])=[O:31].[CH3:37][C:38]([Si:41]([CH3:54])([CH3:53])[O:42][CH2:43][C:44]1[CH:45]=[C:46](B(O)O)[CH:47]=[CH:48][CH:49]=1)([CH3:40])[CH3:39]. The catalyst is O1CCOCC1.CC([O-])=O.CC([O-])=O.[Pd+2]. The product is [CH3:40][C:38]([Si:41]([CH3:54])([CH3:53])[O:42][CH2:43][C:44]1[CH:45]=[C:46]([C:27]2[CH:35]=[CH:34][CH:33]=[C:29]([C:30]([NH2:32])=[O:31])[C:28]=2[F:36])[CH:47]=[CH:48][CH:49]=1)([CH3:37])[CH3:39]. The yield is 0.630. (5) The reactants are [CH2:1]([O:3][C:4]([C:6]1([NH:15][C:16](=[O:25])[C:17]2[CH:22]=[CH:21][CH:20]=[C:19]([CH3:23])[C:18]=2[OH:24])[CH2:14][C:13]2[C:8](=[CH:9][CH:10]=[CH:11][CH:12]=2)[CH2:7]1)=[O:5])[CH3:2].C([O-])([O-])=O.[Cs+].[Cs+].Br[CH:33]1[CH2:36][CH2:35][CH2:34]1. The catalyst is CN(C=O)C. The product is [CH2:1]([O:3][C:4]([C:6]1([NH:15][C:16](=[O:25])[C:17]2[CH:22]=[CH:21][CH:20]=[C:19]([CH3:23])[C:18]=2[O:24][CH:33]2[CH2:36][CH2:35][CH2:34]2)[CH2:7][C:8]2[C:13](=[CH:12][CH:11]=[CH:10][CH:9]=2)[CH2:14]1)=[O:5])[CH3:2]. The yield is 0.690. (6) The reactants are [N+:1]([C:4]1[CH:9]=[CH:8][CH:7]=[C:6]([C:10]2[CH:15]=[CH:14][CH:13]=[CH:12][N:11]=2)[C:5]=1[NH:16]C(=O)C)([O-:3])=[O:2].[OH-].[Na+]. The catalyst is CO. The product is [N+:1]([C:4]1[CH:9]=[CH:8][CH:7]=[C:6]([C:10]2[CH:15]=[CH:14][CH:13]=[CH:12][N:11]=2)[C:5]=1[NH2:16])([O-:3])=[O:2]. The yield is 0.650. (7) The reactants are [Br:1][C:2]1[CH:3]=[C:4]2[C:8](=[C:9]([CH:11]([CH3:13])[CH3:12])[CH:10]=1)[NH:7][C:6]1[C:14]([CH2:20][C:21](OCC)=[O:22])([CH2:18][CH3:19])[O:15][CH2:16][CH2:17][C:5]2=1.[Li+].[BH4-].C1COCC1. The catalyst is C1COCC1. The product is [Br:1][C:2]1[CH:3]=[C:4]2[C:8](=[C:9]([CH:11]([CH3:12])[CH3:13])[CH:10]=1)[NH:7][C:6]1[C:14]([CH2:20][CH2:21][OH:22])([CH2:18][CH3:19])[O:15][CH2:16][CH2:17][C:5]2=1. The yield is 0.800.